Dataset: Forward reaction prediction with 1.9M reactions from USPTO patents (1976-2016). Task: Predict the product of the given reaction. (1) Given the reactants Cl.Cl.[CH:3]([N:6]1[CH2:11][CH2:10][CH:9]([CH2:12][N:13]([CH3:23])[CH2:14][C@@H:15]([C:17]2[CH:22]=[CH:21][CH:20]=[CH:19][CH:18]=2)[NH2:16])[CH2:8][CH2:7]1)([CH3:5])[CH3:4].[Cl:24][C:25]1[C:33]2[C:28](=[CH:29][C:30]([C:34](O)=[O:35])=[CH:31][CH:32]=2)[NH:27][CH:26]=1, predict the reaction product. The product is: [Cl:24][C:25]1[C:33]2[C:28](=[CH:29][C:30]([C:34]([NH:16][C@H:15]([C:17]3[CH:18]=[CH:19][CH:20]=[CH:21][CH:22]=3)[CH2:14][N:13]([CH2:12][CH:9]3[CH2:8][CH2:7][N:6]([CH:3]([CH3:5])[CH3:4])[CH2:11][CH2:10]3)[CH3:23])=[O:35])=[CH:31][CH:32]=2)[NH:27][CH:26]=1. (2) Given the reactants [CH3:1][N:2]1[C:7](=[O:8])[CH:6]=[C:5]([NH:9][C:10]2[CH:15]=[CH:14][C:13]([C:16]3[N:17]=[C:18]([N:26]4[CH2:31][CH2:30][O:29][CH2:28][C@@H:27]4[CH3:32])[C:19]4[CH2:25][CH2:24][NH:23][CH2:22][C:20]=4[N:21]=3)=[CH:12][CH:11]=2)[NH:4][C:3]1=[O:33].CN(C)C=O.N1C=CC=CC=1.[S:45]1[CH:49]=[CH:48][N:47]=[C:46]1[C:50](Cl)=[O:51], predict the reaction product. The product is: [CH3:1][N:2]1[C:7](=[O:8])[CH:6]=[C:5]([NH:9][C:10]2[CH:15]=[CH:14][C:13]([C:16]3[N:17]=[C:18]([N:26]4[CH2:31][CH2:30][O:29][CH2:28][C@@H:27]4[CH3:32])[C:19]4[CH2:25][CH2:24][N:23]([C:50]([C:46]5[S:45][CH:49]=[CH:48][N:47]=5)=[O:51])[CH2:22][C:20]=4[N:21]=3)=[CH:12][CH:11]=2)[NH:4][C:3]1=[O:33]. (3) Given the reactants C([O:3][C:4]([C:6]1[CH:11]=[CH:10][C:9]([CH2:12][C@H:13]([NH:17][C:18](=[O:24])[O:19][C:20]([CH3:23])([CH3:22])[CH3:21])[CH2:14][CH2:15][OH:16])=[CH:8][CH:7]=1)=[CH2:5])C.[Br:25]NC(=O)CCC(N)=O, predict the reaction product. The product is: [Br:25][CH2:3][C:4]([C:6]1[CH:11]=[CH:10][C:9]([CH2:12][C@H:13]([NH:17][C:18](=[O:24])[O:19][C:20]([CH3:23])([CH3:22])[CH3:21])[CH2:14][CH2:15][OH:16])=[CH:8][CH:7]=1)=[O:5]. (4) Given the reactants [C:1]([CH:9]1[CH2:13][N:12]([C:14]2[CH:19]=[CH:18][C:17]([O:20]C)=[C:16]([F:22])[CH:15]=2)[C:11](=[O:23])[CH2:10]1)(=[O:8])[C:2]1[CH:7]=[CH:6][CH:5]=[CH:4][CH:3]=1, predict the reaction product. The product is: [C:1]([CH:9]1[CH2:13][N:12]([C:14]2[CH:19]=[CH:18][C:17]([OH:20])=[C:16]([F:22])[CH:15]=2)[C:11](=[O:23])[CH2:10]1)(=[O:8])[C:2]1[CH:3]=[CH:4][CH:5]=[CH:6][CH:7]=1. (5) Given the reactants [C:1]([O:5][C:6](=[O:18])[NH:7][CH2:8][C:9]1[CH:14]=[CH:13][C:12]([N+:15]([O-])=O)=[CH:11][CH:10]=1)([CH3:4])([CH3:3])[CH3:2].C([O-])=O.[NH4+].O, predict the reaction product. The product is: [C:1]([O:5][C:6](=[O:18])[NH:7][CH2:8][C:9]1[CH:10]=[CH:11][C:12]([NH2:15])=[CH:13][CH:14]=1)([CH3:4])([CH3:2])[CH3:3]. (6) Given the reactants [CH:1]([CH2:3][C:4]([OH:6])=[O:5])=[CH2:2].[CH3:7][C:8]1[CH:17]=[C:16]([CH2:18][O:19][C:20]2[CH:28]=[CH:27][C:23]([CH:24]=[N:25][OH:26])=[CH:22][CH:21]=2)[C:15]2[C:10](=[CH:11][CH:12]=[CH:13][CH:14]=2)[N:9]=1, predict the reaction product. The product is: [CH3:7][C:8]1[CH:17]=[C:16]([CH2:18][O:19][C:20]2[CH:21]=[CH:22][C:23]([C:24]3[CH2:2][CH:1]([CH2:3][C:4]([OH:6])=[O:5])[O:26][N:25]=3)=[CH:27][CH:28]=2)[C:15]2[C:10](=[CH:11][CH:12]=[CH:13][CH:14]=2)[N:9]=1. (7) Given the reactants CC(OC(/N=N/C(OC(C)C)=O)=O)C.[OH:15][C:16]1[CH:17]=[C:18]([C:26]([O:28][CH3:29])=[O:27])[CH:19]=[C:20]([CH:25]=1)[C:21]([O:23][CH3:24])=[O:22].[CH2:30](O)[CH2:31][O:32][CH2:33][CH2:34]O.C1(P(C2C=CC=CC=2)C2C=CC=CC=2)C=CC=CC=1, predict the reaction product. The product is: [CH3:30][CH2:31][O:32][CH2:33][CH2:34][O:15][C:16]1[CH:25]=[C:20]([C:21]([O:23][CH3:24])=[O:22])[CH:19]=[C:18]([CH:17]=1)[C:26]([O:28][CH3:29])=[O:27].